Dataset: Peptide-MHC class II binding affinity with 134,281 pairs from IEDB. Task: Regression. Given a peptide amino acid sequence and an MHC pseudo amino acid sequence, predict their binding affinity value. This is MHC class II binding data. The peptide sequence is KNYEHIAAYHFDLSG. The MHC is DRB1_0301 with pseudo-sequence DRB1_0301. The binding affinity (normalized) is 0.0400.